This data is from Forward reaction prediction with 1.9M reactions from USPTO patents (1976-2016). The task is: Predict the product of the given reaction. (1) The product is: [CH3:1][O:2][C:3](=[O:14])[C:4]1[CH:9]=[C:8]([CH:10]=[O:11])[CH:7]=[C:6]([Br:12])[C:5]=1[O:13][CH2:27][C:26]1[CH:29]=[CH:30][CH:31]=[C:24]([N+:21]([O-:23])=[O:22])[CH:25]=1. Given the reactants [CH3:1][O:2][C:3](=[O:14])[C:4]1[CH:9]=[C:8]([CH:10]=[O:11])[CH:7]=[C:6]([Br:12])[C:5]=1[OH:13].C(=O)([O-])[O-].[K+].[K+].[N+:21]([C:24]1[CH:25]=[C:26]([CH:29]=[CH:30][CH:31]=1)[CH2:27]Br)([O-:23])=[O:22], predict the reaction product. (2) Given the reactants [H-].[Na+].[F:3][C:4]1[CH:9]=[C:8]([F:10])[CH:7]=[C:6]([F:11])[C:5]=1[CH2:12][CH2:13][C:14]([O:16][CH2:17][CH3:18])=[O:15].[CH:19](OCC)=[O:20].C(O)(=O)C, predict the reaction product. The product is: [CH:19]([CH:13]([CH2:12][C:5]1[C:4]([F:3])=[CH:9][C:8]([F:10])=[CH:7][C:6]=1[F:11])[C:14]([O:16][CH2:17][CH3:18])=[O:15])=[O:20]. (3) Given the reactants [CH3:1][C:2]1[CH:30]=[CH:29][CH:28]=[CH:27][C:3]=1[N:4]([C:12]1[CH:17]=[CH:16][C:15](B2OC(C)(C)C(C)(C)O2)=[CH:14][CH:13]=1)[C:5]1[CH:10]=[CH:9][CH:8]=[CH:7][C:6]=1[CH3:11].Br[C:32]1[CH:37]=[N:36][C:35]([Br:38])=[CH:34][N:33]=1.C([O-])([O-])=O.[K+].[K+].C(OCC)(=O)C.[Cl-].[Na+].O, predict the reaction product. The product is: [Br:38][C:35]1[N:36]=[CH:37][C:32]([C:15]2[CH:14]=[CH:13][C:12]([N:4]([C:3]3[CH:27]=[CH:28][CH:29]=[CH:30][C:2]=3[CH3:1])[C:5]3[CH:10]=[CH:9][CH:8]=[CH:7][C:6]=3[CH3:11])=[CH:17][CH:16]=2)=[N:33][CH:34]=1.